From a dataset of Reaction yield outcomes from USPTO patents with 853,638 reactions. Predict the reaction yield, written as a fraction of the theoretical maximum amount of product (1.0 means a 100% yield; for example, 0.34 means a 34% yield). (1) The reactants are F[C:2]1[CH:15]=[CH:14][C:13]([F:16])=[CH:12][C:3]=1[C:4]([C:6]1[CH:11]=[CH:10][CH:9]=[CH:8][CH:7]=1)=O.[NH2:17][NH2:18]. The catalyst is N1C=CC=CC=1. The product is [F:16][C:13]1[CH:12]=[C:3]2[C:2](=[CH:15][CH:14]=1)[NH:18][N:17]=[C:4]2[C:6]1[CH:11]=[CH:10][CH:9]=[CH:8][CH:7]=1. The yield is 0.400. (2) The reactants are [CH3:1][O:2][C:3]1[CH:4]=[C:5]([C:9]2[NH:10][C:11]3[C:12]([N:23]=2)=[N:13][CH:14]=[C:15]([C:17]2[CH:22]=[CH:21][CH:20]=[CH:19][CH:18]=2)[CH:16]=3)[CH:6]=[CH:7][CH:8]=1.[B].[C:25](N=P1(N(CC)CC)N(C)CCCN1C)(C)(C)C.IC. The catalyst is CN(C)C=O. The product is [CH3:1][O:2][C:3]1[CH:4]=[C:5]([C:9]2[N:10]([CH3:25])[C:11]3[C:12]([N:23]=2)=[N:13][CH:14]=[C:15]([C:17]2[CH:18]=[CH:19][CH:20]=[CH:21][CH:22]=2)[CH:16]=3)[CH:6]=[CH:7][CH:8]=1. The yield is 0.410. (3) The reactants are [C:1]([C:5]1[CH:6]=[C:7]([CH:9]=[CH:10][CH:11]=1)[NH2:8])([CH3:4])([CH3:3])[CH3:2].C(=O)([O-])[O-].[K+].[K+].Cl[C:19]([O:21][C:22]1[CH:27]=[CH:26][CH:25]=[CH:24][CH:23]=1)=[O:20].CN(C1C=CC=CN=1)C. The catalyst is CCOC(C)=O.C1COCC1. The product is [C:1]([C:5]1[CH:6]=[C:7]([NH:8][C:19](=[O:20])[O:21][C:22]2[CH:27]=[CH:26][CH:25]=[CH:24][CH:23]=2)[CH:9]=[CH:10][CH:11]=1)([CH3:4])([CH3:2])[CH3:3]. The yield is 0.570. (4) The product is [CH:12]([N:6]1[CH2:5][C:4]2[C:8](=[CH:9][CH:10]=[C:2]([C:26]3[CH:27]=[CH:28][C:23]([CH2:22][N:18]4[CH2:19][C:20](=[O:21])[N:16]([CH3:15])[C:17]4=[O:38])=[CH:24][CH:25]=3)[CH:3]=2)[C:7]1=[O:11])([CH3:14])[CH3:13]. The catalyst is O1CCOCC1.O.C(Cl)(Cl)Cl.[Pd].[Pd].C(Cl)Cl. The reactants are Br[C:2]1[CH:3]=[C:4]2[C:8](=[CH:9][CH:10]=1)[C:7](=[O:11])[N:6]([CH:12]([CH3:14])[CH3:13])[CH2:5]2.[CH3:15][N:16]1[C:20](=[O:21])[CH2:19][N:18]([CH2:22][C:23]2[CH:28]=[CH:27][C:26](B3OC(C)(C)C(C)(C)O3)=[CH:25][CH:24]=2)[C:17]1=[O:38].C1(P(C2CCCCC2)C2CCCCC2)CCCCC1.P([O-])([O-])([O-])=O.[K+].[K+].[K+]. The yield is 0.312.